Dataset: Reaction yield outcomes from USPTO patents with 853,638 reactions. Task: Predict the reaction yield, written as a fraction of the theoretical maximum amount of product (1.0 means a 100% yield; for example, 0.34 means a 34% yield). The reactants are [Br:1]Br.[CH3:3][O:4][C:5]1[CH:6]=[C:7]2[C:11](=[CH:12][C:13]=1[O:14][CH3:15])[C:10](=[O:16])[CH2:9][CH2:8]2. The catalyst is CCOCC. The product is [Br:1][CH:9]1[CH2:8][C:7]2[C:11](=[CH:12][C:13]([O:14][CH3:15])=[C:5]([O:4][CH3:3])[CH:6]=2)[C:10]1=[O:16]. The yield is 0.460.